From a dataset of Full USPTO retrosynthesis dataset with 1.9M reactions from patents (1976-2016). Predict the reactants needed to synthesize the given product. (1) The reactants are: [NH2:1][N:2]1[C:10]2[C:6]([N:7]3[N:13]([CH3:14])[C:12](=[O:15])[N:11]([CH2:16][CH2:17][N:18]4[CH2:23][CH2:22][N:21]([C:24]5[CH:29]=[CH:28][C:27]([O:30][CH2:31][CH2:32][O:33][CH3:34])=[CH:26][CH:25]=5)[CH2:20][CH2:19]4)[CH:8]3[N:9]=2)=[C:5]([C:35]2[O:36][CH:37]=[CH:38][CH:39]=2)[N:4]=[CH:3]1.[H-].[Na+].O.[CH3:43]N(C=O)C. Given the product [O:36]1[CH:37]=[CH:38][CH:39]=[C:35]1[C:5]1[N:4]=[CH:3][N:2]([NH:1][CH3:43])[C:10]2[C:6]=1[N:7]1[N:13]([CH3:14])[C:12](=[O:15])[N:11]([CH2:16][CH2:17][N:18]3[CH2:23][CH2:22][N:21]([C:24]4[CH:25]=[CH:26][C:27]([O:30][CH2:31][CH2:32][O:33][CH3:34])=[CH:28][CH:29]=4)[CH2:20][CH2:19]3)[CH:8]1[N:9]=2, predict the reactants needed to synthesize it. (2) Given the product [Cl:36][C:30]1[CH:31]=[CH:32][CH:33]=[CH:34][C:29]=1[S:26]([NH:25][C:23]([NH:22][CH2:21][CH2:20][C:17]1[CH:18]=[CH:19][C:14]([N:13]2[C:6]3=[N:7][C:8]([CH3:12])=[CH:9][C:10]([CH3:11])=[C:5]3[N:4]=[C:3]2[CH2:1][CH3:2])=[CH:15][CH:16]=1)=[O:24])(=[O:28])=[O:27], predict the reactants needed to synthesize it. The reactants are: [CH2:1]([C:3]1[N:13]([C:14]2[CH:19]=[CH:18][C:17]([CH2:20][CH2:21][NH:22][C:23]([NH:25][S:26]([C:29]3[CH:34]=[CH:33][C:32](C)=[CH:31][CH:30]=3)(=[O:28])=[O:27])=[O:24])=[CH:16][CH:15]=2)[C:6]2=[N:7][C:8]([CH3:12])=[CH:9][C:10]([CH3:11])=[C:5]2[N:4]=1)[CH3:2].[Cl:36]C1C=CC=CC=1S(N=C=O)(=O)=O. (3) The reactants are: [N+:1]([C:4]1[CH:5]=[C:6]2[C:10](=[CH:11][CH:12]=1)[N:9]([CH:13]1[CH2:18][CH2:17][CH2:16][CH2:15][O:14]1)[N:8]=[C:7]2[C:19]1[NH:23][C:22]2[CH:24]=[C:25]([N:28]3[CH2:33][CH2:32][O:31][CH2:30][CH2:29]3)[CH:26]=[CH:27][C:21]=2[N:20]=1)([O-])=O.[H][H]. Given the product [O:31]1[CH2:30][CH2:29][N:28]([C:25]2[CH:26]=[CH:27][C:21]3[NH:20][C:19]([C:7]4[C:6]5[C:10](=[CH:11][CH:12]=[C:4]([NH2:1])[CH:5]=5)[N:9]([CH:13]5[CH2:18][CH2:17][CH2:16][CH2:15][O:14]5)[N:8]=4)=[N:23][C:22]=3[CH:24]=2)[CH2:33][CH2:32]1, predict the reactants needed to synthesize it. (4) Given the product [N:20]1([C:25]2[CH:26]=[C:27]([CH:30]=[CH:31][CH:32]=2)[CH2:28][N:1]2[CH:2]([C:10]3[C:15]([O:16][CH3:17])=[CH:14][CH:13]=[CH:12][C:11]=3[O:18][CH3:19])[CH2:3][CH2:4][CH2:5][C:6]2=[O:8])[CH:24]=[N:23][CH:22]=[N:21]1, predict the reactants needed to synthesize it. The reactants are: [NH2:1][CH:2]([C:10]1[C:15]([O:16][CH3:17])=[CH:14][CH:13]=[CH:12][C:11]=1[O:18][CH3:19])[CH2:3][CH2:4][CH2:5][C:6]([O:8]C)=O.[N:20]1([C:25]2[CH:26]=[C:27]([CH:30]=[CH:31][CH:32]=2)[CH:28]=O)[CH:24]=[N:23][CH:22]=[N:21]1.